This data is from NCI-60 drug combinations with 297,098 pairs across 59 cell lines. The task is: Regression. Given two drug SMILES strings and cell line genomic features, predict the synergy score measuring deviation from expected non-interaction effect. (1) Drug 1: CC1=C(C=C(C=C1)NC(=O)C2=CC=C(C=C2)CN3CCN(CC3)C)NC4=NC=CC(=N4)C5=CN=CC=C5. Drug 2: CC1=C(C(=O)C2=C(C1=O)N3CC4C(C3(C2COC(=O)N)OC)N4)N. Cell line: OVCAR3. Synergy scores: CSS=19.8, Synergy_ZIP=-4.82, Synergy_Bliss=-6.29, Synergy_Loewe=-30.4, Synergy_HSA=-5.32. (2) Drug 1: CCC1=CC2CC(C3=C(CN(C2)C1)C4=CC=CC=C4N3)(C5=C(C=C6C(=C5)C78CCN9C7C(C=CC9)(C(C(C8N6C)(C(=O)OC)O)OC(=O)C)CC)OC)C(=O)OC.C(C(C(=O)O)O)(C(=O)O)O. Synergy scores: CSS=36.2, Synergy_ZIP=3.86, Synergy_Bliss=5.93, Synergy_Loewe=-3.43, Synergy_HSA=4.82. Drug 2: C1C(C(OC1N2C=NC(=NC2=O)N)CO)O. Cell line: SK-MEL-28. (3) Drug 1: C1C(C(OC1N2C=NC3=C(N=C(N=C32)Cl)N)CO)O. Drug 2: CC1=C(N=C(N=C1N)C(CC(=O)N)NCC(C(=O)N)N)C(=O)NC(C(C2=CN=CN2)OC3C(C(C(C(O3)CO)O)O)OC4C(C(C(C(O4)CO)O)OC(=O)N)O)C(=O)NC(C)C(C(C)C(=O)NC(C(C)O)C(=O)NCCC5=NC(=CS5)C6=NC(=CS6)C(=O)NCCC[S+](C)C)O. Cell line: EKVX. Synergy scores: CSS=-4.99, Synergy_ZIP=4.10, Synergy_Bliss=8.06, Synergy_Loewe=-6.28, Synergy_HSA=-4.78. (4) Synergy scores: CSS=5.05, Synergy_ZIP=2.04, Synergy_Bliss=6.70, Synergy_Loewe=4.25, Synergy_HSA=1.78. Cell line: RPMI-8226. Drug 2: C1C(C(OC1N2C=NC3=C2NC=NCC3O)CO)O. Drug 1: C1CCC(C1)C(CC#N)N2C=C(C=N2)C3=C4C=CNC4=NC=N3. (5) Drug 1: C(=O)(N)NO. Drug 2: CC(C)(C#N)C1=CC(=CC(=C1)CN2C=NC=N2)C(C)(C)C#N. Cell line: HOP-62. Synergy scores: CSS=-18.3, Synergy_ZIP=14.5, Synergy_Bliss=10.2, Synergy_Loewe=1.30, Synergy_HSA=-8.80. (6) Drug 1: CNC(=O)C1=NC=CC(=C1)OC2=CC=C(C=C2)NC(=O)NC3=CC(=C(C=C3)Cl)C(F)(F)F. Drug 2: C1CN(CCN1C(=O)CCBr)C(=O)CCBr. Cell line: T-47D. Synergy scores: CSS=20.0, Synergy_ZIP=3.32, Synergy_Bliss=8.56, Synergy_Loewe=9.01, Synergy_HSA=9.38.